This data is from Full USPTO retrosynthesis dataset with 1.9M reactions from patents (1976-2016). The task is: Predict the reactants needed to synthesize the given product. (1) Given the product [Cl:8][C:9]1[CH:10]=[C:11]([C:16]2([C:31]([F:33])([F:34])[F:32])[CH2:20][C:19]([C:21]3[CH:29]=[CH:28][C:24]([C:25]([NH:7][C@@H:2]4[CH2:1][O:6][NH:5][C:3]4=[O:4])=[O:26])=[C:23]([CH3:30])[CH:22]=3)=[N:18][CH2:17]2)[CH:12]=[C:13]([Cl:15])[CH:14]=1, predict the reactants needed to synthesize it. The reactants are: [CH2:1]1[O:6][NH:5][C:3](=[O:4])[C@@H:2]1[NH2:7].[Cl:8][C:9]1[CH:10]=[C:11]([C:16]2([C:31]([F:34])([F:33])[F:32])[CH2:20][C:19]([C:21]3[CH:29]=[CH:28][C:24]([C:25](O)=[O:26])=[C:23]([CH3:30])[CH:22]=3)=[N:18][CH2:17]2)[CH:12]=[C:13]([Cl:15])[CH:14]=1.CCN(C(C)C)C(C)C.OC1C2N=NNC=2C=CC=1.Cl.CN(C)CCCN=C=NCC. (2) The reactants are: C[Li].[CH2:3](OCC)C.[CH3:8][O:9][C:10]1[CH:15]=[CH:14][C:13]([N:16]2[CH2:21][CH2:20][N:19]([C:22]3[C:23]([CH3:36])=[C:24]([CH3:35])[C:25]4[O:29][C:28]([CH3:31])([CH3:30])[C:27](=[O:32])[C:26]=4[C:33]=3[CH3:34])[CH2:18][CH2:17]2)=[CH:12][CH:11]=1. Given the product [CH3:30][C:28]1([CH3:31])[C:27]([CH3:3])([OH:32])[C:26]2[C:33]([CH3:34])=[C:22]([N:19]3[CH2:18][CH2:17][N:16]([C:13]4[CH:12]=[CH:11][C:10]([O:9][CH3:8])=[CH:15][CH:14]=4)[CH2:21][CH2:20]3)[C:23]([CH3:36])=[C:24]([CH3:35])[C:25]=2[O:29]1, predict the reactants needed to synthesize it. (3) Given the product [F:23][C:24]1[CH:25]=[C:26]([NH:39][C:40]([NH:42][CH2:43][CH2:44][F:45])=[O:41])[CH:27]=[CH:28][C:29]=1[C:2]1[N:3]=[C:4]([N:16]2[CH2:21][CH2:20][O:19][CH2:18][C@@H:17]2[CH3:22])[C:5]2[CH2:10][N:9]([C:11]([O:13][CH2:14][CH3:15])=[O:12])[CH2:8][C:6]=2[N:7]=1, predict the reactants needed to synthesize it. The reactants are: Cl[C:2]1[N:3]=[C:4]([N:16]2[CH2:21][CH2:20][O:19][CH2:18][C@@H:17]2[CH3:22])[C:5]2[CH2:10][N:9]([C:11]([O:13][CH2:14][CH3:15])=[O:12])[CH2:8][C:6]=2[N:7]=1.[F:23][C:24]1[CH:25]=[C:26]([NH:39][C:40]([NH:42][CH2:43][CH2:44][F:45])=[O:41])[CH:27]=[CH:28][C:29]=1B1OC(C)(C)C(C)(C)O1.ClCCl.C(=O)([O-])[O-].[Na+].[Na+]. (4) Given the product [Br:1][C:10]1[CH:11]=[C:6]([CH2:5][CH2:4][Cl:3])[CH:7]=[CH:8][C:9]=1[OH:12], predict the reactants needed to synthesize it. The reactants are: [Br:1]Br.[Cl:3][CH2:4][CH2:5][C:6]1[CH:11]=[CH:10][C:9]([OH:12])=[CH:8][CH:7]=1. (5) Given the product [NH2:1][C:4]1[CH:5]=[N:6][NH:7][C:8]=1[C:9]([O:11][CH2:12][CH3:13])=[O:10], predict the reactants needed to synthesize it. The reactants are: [N+:1]([C:4]1[CH:5]=[N:6][NH:7][C:8]=1[C:9]([O:11][CH2:12][CH3:13])=[O:10])([O-])=O.